Dataset: Full USPTO retrosynthesis dataset with 1.9M reactions from patents (1976-2016). Task: Predict the reactants needed to synthesize the given product. (1) Given the product [CH2:11]([O:13][C:14](=[O:23])[C:15]1[CH:20]=[CH:19][C:18]([F:21])=[C:17]([O:22][CH2:10][CH:9]=[CH2:8])[CH:16]=1)[CH3:12], predict the reactants needed to synthesize it. The reactants are: C([O-])([O-])=O.[K+].[K+].Br[CH2:8][CH:9]=[CH2:10].[CH2:11]([O:13][C:14](=[O:23])[C:15]1[CH:20]=[CH:19][C:18]([F:21])=[C:17]([OH:22])[CH:16]=1)[CH3:12]. (2) The reactants are: Br[C:2]1[C:3]([O:8][C:9]2[CH:14]=[CH:13][C:12]([NH:15][C:16]3[S:17][C:18]4[CH:24]=[CH:23][CH:22]=[CH:21][C:19]=4[N:20]=3)=[CH:11][CH:10]=2)=[N:4][CH:5]=[CH:6][CH:7]=1.[C:25]1(=[O:30])[CH2:29][CH2:28][CH:27]=[CH:26]1.CN(C1CCCCC1)C1CCCCC1. Given the product [S:17]1[C:18]2[CH:24]=[CH:23][CH:22]=[CH:21][C:19]=2[N:20]=[C:16]1[NH:15][C:12]1[CH:13]=[CH:14][C:9]([O:8][C:3]2[C:2]([C:27]3[CH2:28][CH2:29][C:25](=[O:30])[CH:26]=3)=[CH:7][CH:6]=[CH:5][N:4]=2)=[CH:10][CH:11]=1, predict the reactants needed to synthesize it. (3) Given the product [C:42]([C:41]1[CH:44]=[CH:45][C:46]([NH:47][CH2:48][CH2:49][CH3:50])=[C:39]([NH:38][C:13]([CH2:12][CH2:11][CH2:10][CH2:9][NH:8][C:6](=[O:7])[O:5][C:1]([CH3:2])([CH3:3])[CH3:4])=[O:15])[CH:40]=1)#[N:43], predict the reactants needed to synthesize it. The reactants are: [C:1]([O:5][C:6]([NH:8][CH2:9][CH2:10][CH2:11][CH2:12][C:13]([OH:15])=O)=[O:7])([CH3:4])([CH3:3])[CH3:2].CCN=C=NCCCN(C)C.Cl.C1C=CC2N(O)N=NC=2C=1.[NH2:38][C:39]1[CH:40]=[C:41]([CH:44]=[CH:45][C:46]=1[NH:47][CH2:48][CH2:49][CH3:50])[C:42]#[N:43]. (4) Given the product [Cl:1][C:2]1[C:10]2[N:9]=[C:8]3[N:11]([C:15]4[CH:20]=[CH:19][C:18]([O:21][CH3:22])=[CH:17][C:16]=4[Cl:23])[CH2:12][CH2:13][CH2:14][N:7]3[C:6]=2[C:5]([CH:24]([O:27][CH2:61][C:60]([F:64])([F:63])[F:59])[CH2:25][CH3:26])=[CH:4][CH:3]=1, predict the reactants needed to synthesize it. The reactants are: [Cl:1][C:2]1[C:10]2[N:9]=[C:8]3[N:11]([C:15]4[CH:20]=[CH:19][C:18]([O:21][CH3:22])=[CH:17][C:16]=4[Cl:23])[CH2:12][CH2:13][CH2:14][N:7]3[C:6]=2[C:5]([CH:24]([OH:27])[CH2:25][CH3:26])=[CH:4][CH:3]=1.N(C(N1CCCCC1)=O)=NC(N1CCCCC1)=O.C(P(CCCC)CCCC)CCC.[F:59][C:60]([F:64])([F:63])[CH2:61]O. (5) Given the product [CH3:8][C:6]1[CH:7]=[C:2]([B:24]2[O:25][C:26]([CH3:28])([CH3:27])[C:22]([CH3:38])([CH3:21])[O:23]2)[CH:3]=[C:4]([CH3:20])[C:5]=1[C:9]1[C:13](=[O:14])[CH2:12][CH:11]([CH2:15][C:16]#[N:17])[C:10]=1[O:18][CH3:19], predict the reactants needed to synthesize it. The reactants are: Br[C:2]1[CH:7]=[C:6]([CH3:8])[C:5]([C:9]2[C:13](=[O:14])[CH2:12][CH:11]([CH2:15][C:16]#[N:17])[C:10]=2[O:18][CH3:19])=[C:4]([CH3:20])[CH:3]=1.[CH3:21][C:22]1([CH3:38])[C:26]([CH3:28])([CH3:27])[O:25][B:24]([B:24]2[O:25][C:26]([CH3:28])([CH3:27])[C:22]([CH3:38])([CH3:21])[O:23]2)[O:23]1.C([O-])(=O)C.[K+].COC1C=CC=C(OC)C=1C1C=CC=CC=1P(C1CCCCC1)C1CCCCC1. (6) The reactants are: O[C:2]1([C:21]2[CH:26]=[CH:25][CH:24]=[CH:23][CH:22]=2)[CH2:7][CH2:6][N:5]([C:8]2[C:17]3[C:12](=[CH:13][CH:14]=[C:15]([C:18]([NH2:20])=[O:19])[CH:16]=3)[CH:11]=[N:10][CH:9]=2)[CH2:4][CH2:3]1. Given the product [C:21]1([C:2]2[CH2:7][CH2:6][N:5]([C:8]3[C:17]4[C:12](=[CH:13][CH:14]=[C:15]([C:18]([NH2:20])=[O:19])[CH:16]=4)[CH:11]=[N:10][CH:9]=3)[CH2:4][CH:3]=2)[CH:26]=[CH:25][CH:24]=[CH:23][CH:22]=1, predict the reactants needed to synthesize it. (7) The reactants are: Cl[C:2]1[C:11]2[C:6](=[CH:7][C:8]([F:14])=[C:9]([O:12][CH3:13])[CH:10]=2)[N:5]=[CH:4][C:3]=1[C:15]#[N:16].[CH3:17][O:18][C:19]1[CH:20]=[C:21]([CH:23]=[C:24]([O:28][CH3:29])[C:25]=1[O:26][CH3:27])[NH2:22].Cl.N1C=CC=CC=1.C(=O)(O)[O-].[Na+]. Given the product [F:14][C:8]1[CH:7]=[C:6]2[C:11]([C:2]([NH:22][C:21]3[CH:23]=[C:24]([O:28][CH3:29])[C:25]([O:26][CH3:27])=[C:19]([O:18][CH3:17])[CH:20]=3)=[C:3]([C:15]#[N:16])[CH:4]=[N:5]2)=[CH:10][C:9]=1[O:12][CH3:13], predict the reactants needed to synthesize it. (8) Given the product [CH3:8][O:9][C:10](=[O:27])[C:11]1[CH:16]=[CH:15][C:14]([C:1]([CH3:6])=[CH2:2])=[C:13]([C:25]#[N:26])[CH:12]=1, predict the reactants needed to synthesize it. The reactants are: [C:1]1(C)[CH:6]=CC=C[CH:2]=1.[CH3:8][O:9][C:10](=[O:27])[C:11]1[CH:16]=[CH:15][C:14](OS(C(F)(F)F)(=O)=O)=[C:13]([C:25]#[N:26])[CH:12]=1.C(=O)([O-])[O-].[Cs+].[Cs+]. (9) Given the product [CH:16]1([NH:22][C:2]2[N:7]=[C:6]([Cl:8])[N:5]=[C:4]([Cl:9])[N:3]=2)[CH2:21][CH2:20][CH2:19][CH2:18][CH2:17]1, predict the reactants needed to synthesize it. The reactants are: Cl[C:2]1[N:7]=[C:6]([Cl:8])[N:5]=[C:4]([Cl:9])[N:3]=1.C([O-])([O-])=O.[Na+].[Na+].[CH:16]1([NH2:22])[CH2:21][CH2:20][CH2:19][CH2:18][CH2:17]1.